This data is from Catalyst prediction with 721,799 reactions and 888 catalyst types from USPTO. The task is: Predict which catalyst facilitates the given reaction. (1) Reactant: Br[C:2]1[CH:3]=[N:4][C:5]([N:8]2[CH2:13][CH2:12][O:11][C@H:10]([CH2:14][N:15]3[C:19]4=[N:20][C:21]([C:24]5[CH:25]=[CH:26][C:27]([F:32])=[C:28]([CH:31]=5)[C:29]#[N:30])=[CH:22][N:23]=[C:18]4[N:17]=[N:16]3)[CH2:9]2)=[N:6][CH:7]=1.C([O-])([O-])=O.[K+].[K+].O1CCOCC1.[F:45][C:46]1[CH:58]=[C:57](B2OC(C)(C)C(C)(C)O2)[CH:56]=[CH:55][C:47]=1[CH2:48][N:49]1[CH2:54][CH2:53][O:52][CH2:51][CH2:50]1. Product: [F:32][C:27]1[CH:26]=[CH:25][C:24]([C:21]2[N:20]=[C:19]3[N:15]([CH2:14][C@H:10]4[O:11][CH2:12][CH2:13][N:8]([C:5]5[N:4]=[CH:3][C:2]([C:57]6[CH:56]=[CH:55][C:47]([CH2:48][N:49]7[CH2:54][CH2:53][O:52][CH2:51][CH2:50]7)=[C:46]([F:45])[CH:58]=6)=[CH:7][N:6]=5)[CH2:9]4)[N:16]=[N:17][C:18]3=[N:23][CH:22]=2)=[CH:31][C:28]=1[C:29]#[N:30]. The catalyst class is: 263. (2) Reactant: [CH3:1][C:2]1[CH:7]=[CH:6][C:5]([C:8]([N:10]2[CH2:15][CH2:14][O:13][CH2:12][CH2:11]2)=[O:9])=[C:4]([CH2:16][N:17]2[CH2:22][CH2:21][NH:20][CH2:19][CH2:18]2)[CH:3]=1.[C:23](=O)([O:32]N1C(=O)CCC1=O)[O:24][N:25]1[C:29](=[O:30])[CH2:28][CH2:27][C:26]1=[O:31].C(N(CC)CC)C. Product: [CH3:1][C:2]1[CH:7]=[CH:6][C:5]([C:8]([N:10]2[CH2:11][CH2:12][O:13][CH2:14][CH2:15]2)=[O:9])=[C:4]([CH2:16][N:17]2[CH2:22][CH2:21][N:20]([C:23]([O:24][N:25]3[C:29](=[O:30])[CH2:28][CH2:27][C:26]3=[O:31])=[O:32])[CH2:19][CH2:18]2)[CH:3]=1. The catalyst class is: 10. (3) Reactant: [O:1]=[C:2]1[C:7]2[CH:8]=[CH:9][CH:10]=[CH:11][C:6]=2[S:5][C:4]([C:12]2[N:17]=[C:16]([S:18]([CH2:20][C:21]([O:23]C(C)(C)C)=[O:22])=[O:19])[CH:15]=[CH:14][CH:13]=2)=[N:3]1.C(OC(C)C)(C)C. Product: [O:1]=[C:2]1[C:7]2[CH:8]=[CH:9][CH:10]=[CH:11][C:6]=2[S:5][C:4]([C:12]2[N:17]=[C:16]([S:18]([CH2:20][C:21]([OH:23])=[O:22])=[O:19])[CH:15]=[CH:14][CH:13]=2)=[N:3]1. The catalyst class is: 55.